From a dataset of Full USPTO retrosynthesis dataset with 1.9M reactions from patents (1976-2016). Predict the reactants needed to synthesize the given product. Given the product [CH3:18][C:15]1([CH3:19])[CH2:14][O:13][CH:12]([CH2:11][CH2:10][CH2:9][N:1]2[CH:5]=[CH:4][N:3]=[C:2]2[CH:6]=[O:7])[O:17][CH2:16]1, predict the reactants needed to synthesize it. The reactants are: [NH:1]1[CH:5]=[CH:4][N:3]=[C:2]1[CH:6]=[O:7].Br[CH2:9][CH2:10][CH2:11][CH:12]1[O:17][CH2:16][C:15]([CH3:19])([CH3:18])[CH2:14][O:13]1.